This data is from Reaction yield outcomes from USPTO patents with 853,638 reactions. The task is: Predict the reaction yield, written as a fraction of the theoretical maximum amount of product (1.0 means a 100% yield; for example, 0.34 means a 34% yield). The reactants are [CH:1]([C:3]1[C:11]2[C:6](=[CH:7][C:8]([C:23]#[N:24])=[C:9]([C:12]3[CH:17]=[CH:16][C:15]([C:18]4([OH:22])[CH2:21][CH2:20][CH2:19]4)=[CH:14][CH:13]=3)[CH:10]=2)[NH:5][CH:4]=1)=[O:2].CC(=CC)C.Cl([O-])=[O:31].[Na+].O.OP([O-])(O)=O.[Na+].[Cl-].[NH4+]. The catalyst is O1CCCC1.C(O)(C)(C)C. The product is [C:23]([C:8]1[CH:7]=[C:6]2[C:11]([C:3]([C:1]([OH:31])=[O:2])=[CH:4][NH:5]2)=[CH:10][C:9]=1[C:12]1[CH:13]=[CH:14][C:15]([C:18]2([OH:22])[CH2:21][CH2:20][CH2:19]2)=[CH:16][CH:17]=1)#[N:24]. The yield is 0.670.